Task: Regression. Given two drug SMILES strings and cell line genomic features, predict the synergy score measuring deviation from expected non-interaction effect.. Dataset: NCI-60 drug combinations with 297,098 pairs across 59 cell lines Drug 1: C1CN1C2=NC(=NC(=N2)N3CC3)N4CC4. Drug 2: CCC1(C2=C(COC1=O)C(=O)N3CC4=CC5=C(C=CC(=C5CN(C)C)O)N=C4C3=C2)O.Cl. Cell line: BT-549. Synergy scores: CSS=40.2, Synergy_ZIP=-6.81, Synergy_Bliss=-4.79, Synergy_Loewe=0.215, Synergy_HSA=2.73.